From a dataset of Forward reaction prediction with 1.9M reactions from USPTO patents (1976-2016). Predict the product of the given reaction. (1) Given the reactants [Br:1][C:2]1[C:3]([C:9]#[N:10])=[N:4][CH:5]=[C:6](F)[CH:7]=1.[NH2:11][C@@H:12]1[CH2:17][CH2:16][CH2:15][CH2:14][C@@H:13]1[NH:18][C:19](=[O:25])[O:20][C:21]([CH3:24])([CH3:23])[CH3:22].CCN(C(C)C)C(C)C, predict the reaction product. The product is: [Br:1][C:2]1[CH:7]=[C:6]([NH:11][C@@H:12]2[CH2:17][CH2:16][CH2:15][CH2:14][C@@H:13]2[NH:18][C:19](=[O:25])[O:20][C:21]([CH3:23])([CH3:22])[CH3:24])[CH:5]=[N:4][C:3]=1[C:9]#[N:10]. (2) Given the reactants [C:1]([NH:5][S:6]([C:9]1[CH:10]=[N:11][N:12]2[C:17]([NH:18][C:19]3[CH:24]=[CH:23][CH:22]=[CH:21][C:20]=3[Cl:25])=[C:16]([C:26]([O:28]CC)=O)[CH:15]=[N:14][C:13]=12)(=[O:8])=[O:7])([CH3:4])([CH3:3])[CH3:2].[F:31][C:32]1[CH:37]=[CH:36][C:35]([CH:38]2[CH2:43][CH2:42][NH:41][CH2:40][CH2:39]2)=[CH:34][CH:33]=1, predict the reaction product. The product is: [C:1]([NH:5][S:6]([C:9]1[CH:10]=[N:11][N:12]2[C:17]([NH:18][C:19]3[CH:24]=[CH:23][CH:22]=[CH:21][C:20]=3[Cl:25])=[C:16]([C:26]([N:41]3[CH2:42][CH2:43][CH:38]([C:35]4[CH:34]=[CH:33][C:32]([F:31])=[CH:37][CH:36]=4)[CH2:39][CH2:40]3)=[O:28])[CH:15]=[N:14][C:13]=12)(=[O:8])=[O:7])([CH3:4])([CH3:3])[CH3:2]. (3) Given the reactants [C:1]([CH:3]1[CH2:6][N:5]([CH2:7][C@H:8]([NH:10][C:11]([C:13]2[C:21]3[C:16](=[N:17][CH:18]=[C:19]([C:22]4[C:30]5[C:25](=[CH:26][C:27]([Cl:31])=[CH:28][CH:29]=5)[N:24]([CH3:32])[N:23]=4)[N:20]=3)[N:15](COCC[Si](C)(C)C)[CH:14]=2)=[O:12])[CH3:9])[CH2:4]1)#[N:2].FC(F)(F)C(O)=O.C(N)CN.O, predict the reaction product. The product is: [C:1]([CH:3]1[CH2:6][N:5]([CH2:7][C@H:8]([NH:10][C:11]([C:13]2[C:21]3[C:16](=[N:17][CH:18]=[C:19]([C:22]4[C:30]5[C:25](=[CH:26][C:27]([Cl:31])=[CH:28][CH:29]=5)[N:24]([CH3:32])[N:23]=4)[N:20]=3)[NH:15][CH:14]=2)=[O:12])[CH3:9])[CH2:4]1)#[N:2]. (4) Given the reactants CO[C:3]([C:5]1[N:6]([CH3:25])[N:7]=[C:8]([O:10][CH2:11][C:12]2[C:13]([C:18]3[CH:23]=[CH:22][C:21]([F:24])=[CH:20][N:19]=3)=[N:14][O:15][C:16]=2[CH3:17])[CH:9]=1)=[O:4].C[O:27][C:28]([C:30]1[NH:31]N=C(OCC2C(C3C=CC=CC=3)=NOC=2C)C=1)=O, predict the reaction product. The product is: [OH:27][CH2:28][CH2:30][NH:31][C:3]([C:5]1[N:6]([CH3:25])[N:7]=[C:8]([O:10][CH2:11][C:12]2[C:13]([C:18]3[CH:23]=[CH:22][C:21]([F:24])=[CH:20][N:19]=3)=[N:14][O:15][C:16]=2[CH3:17])[CH:9]=1)=[O:4].